From a dataset of Full USPTO retrosynthesis dataset with 1.9M reactions from patents (1976-2016). Predict the reactants needed to synthesize the given product. (1) Given the product [CH2:18]([O:20][C:21]1[CH:26]=[C:25]([N:1]2[CH:5]=[C:4]([C:6]3[C:7]([C:12]4[CH:13]=[CH:14][CH:15]=[CH:16][CH:17]=4)=[N:8][O:9][C:10]=3[CH3:11])[N:3]=[CH:2]2)[CH:24]=[CH:23][CH:22]=1)[CH3:19], predict the reactants needed to synthesize it. The reactants are: [NH:1]1[CH:5]=[C:4]([C:6]2[C:7]([C:12]3[CH:17]=[CH:16][CH:15]=[CH:14][CH:13]=3)=[N:8][O:9][C:10]=2[CH3:11])[N:3]=[CH:2]1.[CH2:18]([O:20][C:21]1[CH:22]=[C:23](B(O)O)[CH:24]=[CH:25][CH:26]=1)[CH3:19]. (2) Given the product [CH3:3][C:2]([NH:12][C:13](=[O:14])[O:15][CH2:16][C:17]1[CH:22]=[CH:21][CH:20]=[CH:19][CH:18]=1)([CH2:4][CH2:5][N:6]1[CH2:7][CH2:8][CH2:9][CH2:10][CH2:11]1)[CH3:1], predict the reactants needed to synthesize it. The reactants are: [CH3:1][C:2]([NH2:12])([CH2:4][CH2:5][N:6]1[CH2:11][CH2:10][CH2:9][CH2:8][CH2:7]1)[CH3:3].[C:13](ON1C(=O)CCC1=O)([O:15][CH2:16][C:17]1[CH:22]=[CH:21][CH:20]=[CH:19][CH:18]=1)=[O:14]. (3) Given the product [CH3:23][S:22][CH2:21][CH2:20][O:18][C:17]1[C:12]2[N:11]=[N:10][N:9]([C:7]3[CH:6]=[CH:5][N:4]=[C:3]([S:2][CH3:1])[N:8]=3)[C:13]=2[CH:14]=[CH:15][CH:16]=1, predict the reactants needed to synthesize it. The reactants are: [CH3:1][S:2][C:3]1[N:8]=[C:7]([N:9]2[C:13]3[CH:14]=[CH:15][CH:16]=[C:17]([OH:18])[C:12]=3[N:11]=[N:10]2)[CH:6]=[CH:5][N:4]=1.Cl[CH2:20][CH2:21][S:22][CH3:23].C(=O)([O-])[O-].[K+].[K+]. (4) Given the product [Cl:1][C:2]1[CH:7]=[C:6]([C:8]2[N:13]=[N:12][C:11]([NH:22][CH2:21][C:20]3[CH:23]=[CH:24][CH:25]=[C:26]([Cl:27])[C:19]=3[Cl:18])=[N:10][CH:9]=2)[CH:5]=[C:4]([Cl:16])[C:3]=1[OH:17], predict the reactants needed to synthesize it. The reactants are: [Cl:1][C:2]1[CH:7]=[C:6]([C:8]2[N:13]=[N:12][C:11](SC)=[N:10][CH:9]=2)[CH:5]=[C:4]([Cl:16])[C:3]=1[OH:17].[Cl:18][C:19]1[C:26]([Cl:27])=[CH:25][CH:24]=[CH:23][C:20]=1[CH2:21][NH2:22].